This data is from Drug-target binding data from BindingDB using Ki measurements. The task is: Regression. Given a target protein amino acid sequence and a drug SMILES string, predict the binding affinity score between them. We predict pKi (pKi = -log10(Ki in M); higher means stronger inhibition). Dataset: bindingdb_ki. (1) The small molecule is Cc1ccc(CSc2ncnc3c2ncn3[C@@H]2C[C@H](CO)[C@@H](O)[C@H]2O)cc1. The target protein (Q9TVW2) has sequence MAVDSSNSATGPMRVFAIGNPILDLVAEVPSSFLDEFFLKRGDATLATPEQMRIYSTLDQFNPTSLPGGSALNSVRVVQKLLRKPGSAGYMGAIGDDPRGQVLKELCDKEGLATRFMVAPGQSTGVCAVLINEKERTLCTHLGACGSFRLPEDWTTFASGALIFYATAYTLTATPKNALEVAGYAHGIPNAIFTLNLSAPFCVELYKDAMQSLLLHTNILFGNEEEFAHLAKVHNLVAAEKTALSTANKEHAVEVCTGALRLLTAGQNTGATKLVVMTRGHNPVIAAEQTADGTVVVHEVGVPVVAAEKIVDTNGAGDAFVGGFLYALSQGKTVKQCIMCGNACAQDVIQHVGFSLSFTSLPC. The pKi is 5.1. (2) The small molecule is C=CC(=O)Oc1ccc2c3c(cccc13)C(=O)O2. The target protein (P13100) has sequence MVNAEEQQYLNLVQYIINHGEDRPDRTGTGTLSVFAPSPLKFSLRNKTFPLLTTKRVFIRGVIEELLWFIRGETDSLKLREKNIHIWDANGSREYLDSIGLTKRQEGDLGPIYGFQWRHFGAEYIDCKTNYIGQGVDQLANIIQKIRTSPYDRRLILSAWNPADLEKMALPPCHMFCQFYVHIPSNNHRPELSCQLYQRSCDMGLGVPFNIASYALLTCMIAHVCDLDPGDFIHVMGDCHIYKDHIEALQQQLTRSPRPFPTLSLNRSITDIEDFTLDDFNIQNYHPYETIKMKMSI. The pKi is 4.7. (3) The small molecule is Nc1ccc(-n2nc3c(=O)[nH]c(-c4ccccc4)cn3c2=O)cc1. The target protein (P0DMS8) has sequence MPNNSTALSLANVTYITMEIFIGLCAIVGNVLVICVVKLNPSLQTTTFYFIVSLALADIAVGVLVMPLAIVVSLGITIHFYSCLFMTCLLLIFTHASIMSLLAIAVDRYLRVKLTVRYKRVTTHRRIWLALGLCWLVSFLVGLTPMFGWNMKLTSEYHRNVTFLSCQFVSVMRMDYMVYFSFLTWIFIPLVVMCAIYLDIFYIIRNKLSLNLSNSKETGAFYGREFKTAKSLFLVLFLFALSWLPLSIINCIIYFNGEVPQLVLYMGILLSHANSMMNPIVYAYKIKKFKETYLLILKACVVCHPSDSLDTSIEKNSE. The pKi is 7.2.